This data is from Forward reaction prediction with 1.9M reactions from USPTO patents (1976-2016). The task is: Predict the product of the given reaction. (1) Given the reactants Br[C:2]1[CH:7]=[CH:6][N:5]=[C:4]([NH2:8])[CH:3]=1.O.[NH2:10][C:11]1[CH:12]=[C:13](B(O)O)[CH:14]=[CH:15][CH:16]=1.C([O-])([O-])=O.[K+].[K+], predict the reaction product. The product is: [NH2:10][C:11]1[CH:16]=[C:15]([C:2]2[CH:7]=[CH:6][N:5]=[C:4]([NH2:8])[CH:3]=2)[CH:14]=[CH:13][CH:12]=1. (2) Given the reactants [Br:1][C:2]1[CH:3]=[N:4][N:5]([CH3:23])[C:6]=1[C:7]1[CH:8]=[C:9]([NH2:22])[CH:10]=[CH:11][C:12]=1[O:13][CH2:14][CH2:15][N:16]1[CH2:19][CH:18]([O:20][CH3:21])[CH2:17]1.N1C=CC=CC=1.[C:30](Cl)(=[O:35])[CH2:31][CH:32]([CH3:34])[CH3:33], predict the reaction product. The product is: [Br:1][C:2]1[CH:3]=[N:4][N:5]([CH3:23])[C:6]=1[C:7]1[CH:8]=[C:9]([NH:22][C:30](=[O:35])[CH2:31][CH:32]([CH3:34])[CH3:33])[CH:10]=[CH:11][C:12]=1[O:13][CH2:14][CH2:15][N:16]1[CH2:17][CH:18]([O:20][CH3:21])[CH2:19]1. (3) Given the reactants Cl[CH2:2][C:3]1[O:7][C:6]([C:8]([O:10][CH2:11][CH3:12])=[O:9])=[CH:5][CH:4]=1.[N-:13]=[N+:14]=[N-:15].[Na+].O, predict the reaction product. The product is: [N:13]([CH2:2][C:3]1[O:7][C:6]([C:8]([O:10][CH2:11][CH3:12])=[O:9])=[CH:5][CH:4]=1)=[N+:14]=[N-:15]. (4) Given the reactants C([O:8][C:9]1[CH:14]=[CH:13][C:12]([NH:15][C:16]([C:18]2[NH:19][CH:20]=[CH:21][CH:22]=2)=[O:17])=[CH:11][CH:10]=1)C1C=CC=CC=1.OC1C=CC(NC(C2C=CC=CN=2)=O)=CC=1, predict the reaction product. The product is: [OH:8][C:9]1[CH:10]=[CH:11][C:12]([NH:15][C:16]([C:18]2[NH:19][CH:20]=[CH:21][CH:22]=2)=[O:17])=[CH:13][CH:14]=1. (5) Given the reactants Br[C:2]1[CH:7]=[CH:6][CH:5]=[CH:4][C:3]=1[N:8]1[C:23]([C:24]2[CH:29]=[CH:28][C:27]([Cl:30])=[CH:26][CH:25]=2)=[C:11]2[N:12]=[C:13]([CH3:22])[N:14]=[C:15]([O:16][CH2:17][C:18]([F:21])([F:20])[CH3:19])[C:10]2=[N:9]1.[CH3:31][N:32](C=O)C, predict the reaction product. The product is: [Cl:30][C:27]1[CH:28]=[CH:29][C:24]([C:23]2[N:8]([C:3]3[CH:4]=[CH:5][CH:6]=[CH:7][C:2]=3[C:31]#[N:32])[N:9]=[C:10]3[C:15]([O:16][CH2:17][C:18]([F:20])([F:21])[CH3:19])=[N:14][C:13]([CH3:22])=[N:12][C:11]=23)=[CH:25][CH:26]=1. (6) Given the reactants C([OH:3])C.[ClH:4].[CH3:5][O:6][C:7]1[CH:8]=[C:9]([CH2:15][CH2:16][NH:17][CH2:18][CH2:19][CH2:20][NH:21][C:22](=[O:32])[C:23]2[CH:28]=[CH:27][C:26]([N+:29]([O-:31])=[O:30])=[CH:25][CH:24]=2)[CH:10]=[CH:11][C:12]=1[O:13][CH3:14], predict the reaction product. The product is: [OH2:3].[ClH:4].[CH3:5][O:6][C:7]1[CH:8]=[C:9]([CH2:15][CH2:16][NH:17][CH2:18][CH2:19][CH2:20][NH:21][C:22](=[O:32])[C:23]2[CH:24]=[CH:25][C:26]([N+:29]([O-:31])=[O:30])=[CH:27][CH:28]=2)[CH:10]=[CH:11][C:12]=1[O:13][CH3:14]. (7) Given the reactants [NH2:1][CH:2]([CH2:19][C:20]1[CH:25]=[CH:24][CH:23]=[C:22]([O:26][C:27]([F:32])([F:31])[CH:28]([F:30])[F:29])[CH:21]=1)[CH:3]([C:5]1[CH:10]=[CH:9][C:8]([O:11][CH2:12][C:13]2[CH:18]=[CH:17][CH:16]=[CH:15][CH:14]=2)=[CH:7][CH:6]=1)[OH:4].[C:33]1([C:44](O)=[O:45])[CH:34]=[CH:35][CH:36]=[C:37]2[CH2:43][CH2:42][CH2:41][CH:40]=[CH:39][C:38]=12.Cl.C(N=C=NCCCN(C)C)C.O.ON1C2C=CC=CC=2N=N1, predict the reaction product. The product is: [CH2:12]([O:11][C:8]1[CH:7]=[CH:6][C:5]([CH:3]([OH:4])[CH:2]([NH:1][C:44]([C:33]2[CH:34]=[CH:35][CH:36]=[C:37]3[CH2:43][CH2:42][CH2:41][CH:40]=[CH:39][C:38]=23)=[O:45])[CH2:19][C:20]2[CH:25]=[CH:24][CH:23]=[C:22]([O:26][C:27]([F:31])([F:32])[CH:28]([F:29])[F:30])[CH:21]=2)=[CH:10][CH:9]=1)[C:13]1[CH:14]=[CH:15][CH:16]=[CH:17][CH:18]=1.